Task: Regression. Given two drug SMILES strings and cell line genomic features, predict the synergy score measuring deviation from expected non-interaction effect.. Dataset: NCI-60 drug combinations with 297,098 pairs across 59 cell lines Drug 1: C1=NC2=C(N=C(N=C2N1C3C(C(C(O3)CO)O)F)Cl)N. Drug 2: CS(=O)(=O)OCCCCOS(=O)(=O)C. Cell line: HS 578T. Synergy scores: CSS=5.22, Synergy_ZIP=-1.45, Synergy_Bliss=2.51, Synergy_Loewe=-0.103, Synergy_HSA=0.391.